This data is from Forward reaction prediction with 1.9M reactions from USPTO patents (1976-2016). The task is: Predict the product of the given reaction. (1) The product is: [C:34]([C:33]1[CH:36]=[CH:37][C:30]([N:24]2[C:25](=[O:29])[C:26]([CH3:28])([CH3:27])[N:22]([C:17]3[CH:18]=[CH:19][C:20]([O:1][CH2:2][C:3]4([NH:6][C:7](=[O:13])[O:8][C:9]([CH3:10])([CH3:12])[CH3:11])[CH2:4][CH2:5]4)=[C:15]([F:14])[CH:16]=3)[C:23]2=[S:42])=[CH:31][C:32]=1[C:38]([F:39])([F:41])[F:40])#[N:35]. Given the reactants [OH:1][CH2:2][C:3]1([NH:6][C:7](=[O:13])[O:8][C:9]([CH3:12])([CH3:11])[CH3:10])[CH2:5][CH2:4]1.[F:14][C:15]1[CH:16]=[C:17]([N:22]2[C:26]([CH3:28])([CH3:27])[C:25](=[O:29])[N:24]([C:30]3[CH:37]=[CH:36][C:33]([C:34]#[N:35])=[C:32]([C:38]([F:41])([F:40])[F:39])[CH:31]=3)[C:23]2=[S:42])[CH:18]=[CH:19][C:20]=1O.N(C(N1CCCCC1)=O)=NC(N1CCCCC1)=O.C(P(CCCC)CCCC)CCC, predict the reaction product. (2) Given the reactants Br[C:2]1[CH:3]=[C:4]([CH2:7][N:8]2[C:16]3[C:11](=[CH:12][CH:13]=[CH:14][CH:15]=3)[C:10]3([C:20]4=[CH:21][C:22]5[O:26][CH2:25][O:24][C:23]=5[CH:27]=[C:19]4[O:18][CH2:17]3)[C:9]2=[O:28])[S:5][CH:6]=1.[CH3:29][N:30](C)C=O, predict the reaction product. The product is: [O:28]=[C:9]1[C:10]2([C:20]3=[CH:21][C:22]4[O:26][CH2:25][O:24][C:23]=4[CH:27]=[C:19]3[O:18][CH2:17]2)[C:11]2[C:16](=[CH:15][CH:14]=[CH:13][CH:12]=2)[N:8]1[CH2:7][C:4]1[S:5][CH:6]=[C:2]([C:29]#[N:30])[CH:3]=1. (3) Given the reactants [NH2:1][CH2:2][CH2:3][CH2:4][OH:5].[H-].[Na+].[Si:8](Cl)([C:11]([CH3:14])([CH3:13])[CH3:12])([CH3:10])[CH3:9], predict the reaction product. The product is: [C:11]([Si:8]([CH3:10])([CH3:9])[O:5][CH2:4][CH2:3][CH2:2][NH2:1])([CH3:14])([CH3:13])[CH3:12]. (4) Given the reactants [CH:1]1([CH:7]([NH:20][C:21]2[CH:29]=[CH:28][C:24]([C:25](O)=[O:26])=[CH:23][CH:22]=2)[C:8]2[CH:12]=[C:11]([C:13]3[CH:18]=[CH:17][N:16]=[CH:15][CH:14]=3)[O:10][C:9]=2[CH3:19])[CH2:6][CH2:5][CH2:4][CH2:3][CH2:2]1.[CH3:30][NH:31][CH2:32][CH2:33][C:34]([O:36]CC)=[O:35].Cl.C(N=C=NCCCN(C)C)C.O.OC1C2N=NNC=2C=CC=1, predict the reaction product. The product is: [CH:1]1([CH:7]([NH:20][C:21]2[CH:29]=[CH:28][C:24]([C:25]([N:31]([CH3:30])[CH2:32][CH2:33][C:34]([OH:36])=[O:35])=[O:26])=[CH:23][CH:22]=2)[C:8]2[CH:12]=[C:11]([C:13]3[CH:14]=[CH:15][N:16]=[CH:17][CH:18]=3)[O:10][C:9]=2[CH3:19])[CH2:6][CH2:5][CH2:4][CH2:3][CH2:2]1. (5) Given the reactants CC1(C)C(C)(C)OB([C:9]2[CH:21]=[CH:20][C:12]3[N:13]=[C:14]([NH:16][C:17](=[O:19])[CH3:18])[S:15][C:11]=3[CH:10]=2)O1.Cl[C:24]1[CH:29]=[CH:28][CH:27]=[C:26]([S:30]([C:33]2[CH:38]=[CH:37][CH:36]=[CH:35][C:34]=2[F:39])(=[O:32])=[O:31])[N:25]=1.C(=O)([O-])[O-].[Na+].[Na+].O1CCOCC1, predict the reaction product. The product is: [F:39][C:34]1[CH:35]=[CH:36][CH:37]=[CH:38][C:33]=1[S:30]([C:26]1[N:25]=[C:24]([C:9]2[CH:21]=[CH:20][C:12]3[N:13]=[C:14]([NH:16][C:17](=[O:19])[CH3:18])[S:15][C:11]=3[CH:10]=2)[CH:29]=[CH:28][CH:27]=1)(=[O:32])=[O:31]. (6) Given the reactants Cl[C:2]1[CH:7]=[CH:6][CH:5]=[CH:4][CH:3]=1.[NH2:8][C:9]1[CH:14]=[CH:13][CH:12]=[CH:11][CH:10]=1.CC(C)([O-])C.[Na+], predict the reaction product. The product is: [C:2]1([NH:8][C:9]2[CH:14]=[CH:13][CH:12]=[CH:11][CH:10]=2)[CH:7]=[CH:6][CH:5]=[CH:4][CH:3]=1. (7) Given the reactants [C:1]([C:3]1[CH:4]=[C:5]([CH:29]=[CH:30][C:31]=1[CH3:32])[C:6]([NH:8][C:9]1[CH:14]=[CH:13][C:12]([CH2:15][N:16]2[CH2:21][CH2:20][N:19]([CH2:22][CH2:23][OH:24])[CH2:18][CH2:17]2)=[C:11]([C:25]([F:28])([F:27])[F:26])[CH:10]=1)=[O:7])#[CH:2].Br[C:34]1[CH:43]=[CH:42][CH:41]=[C:40]2[C:35]=1[CH:36]=[N:37][CH:38]=[N:39]2, predict the reaction product. The product is: [N:39]1[C:40]2[C:35](=[C:34]([C:2]#[C:1][C:3]3[CH:4]=[C:5]([CH:29]=[CH:30][C:31]=3[CH3:32])[C:6]([NH:8][C:9]3[CH:14]=[CH:13][C:12]([CH2:15][N:16]4[CH2:17][CH2:18][N:19]([CH2:22][CH2:23][OH:24])[CH2:20][CH2:21]4)=[C:11]([C:25]([F:28])([F:26])[F:27])[CH:10]=3)=[O:7])[CH:43]=[CH:42][CH:41]=2)[CH:36]=[N:37][CH:38]=1. (8) Given the reactants [Cl:1][C:2]1[CH:3]=[C:4]2[C:9](=[CH:10][C:11]=1[O:12][C:13]1[CH:18]=[CH:17][C:16]([C:19](=[O:30])[NH:20][CH2:21][C:22]3[CH:27]=[CH:26][C:25]([Cl:28])=[C:24]([Cl:29])[CH:23]=3)=[CH:15][CH:14]=1)[O:8][CH2:7][CH2:6][CH:5]2[C:31]([OH:33])=[O:32].C[O-].[Na+:36], predict the reaction product. The product is: [Cl:1][C:2]1[CH:3]=[C:4]2[C:9](=[CH:10][C:11]=1[O:12][C:13]1[CH:18]=[CH:17][C:16]([C:19](=[O:30])[NH:20][CH2:21][C:22]3[CH:27]=[CH:26][C:25]([Cl:28])=[C:24]([Cl:29])[CH:23]=3)=[CH:15][CH:14]=1)[O:8][CH2:7][CH2:6][CH:5]2[C:31]([O-:33])=[O:32].[Na+:36]. (9) Given the reactants [CH2:1]([OH:6])[CH2:2][C@H:3]([OH:5])[CH3:4].Br[CH2:8][C:9]([O:11][C:12]([CH3:15])([CH3:14])[CH3:13])=[O:10].C(O)(=O)CC(CC(O)=O)(C(O)=O)O.C(OC(=O)C)(C)(C)C, predict the reaction product. The product is: [C:12]([O:11][C:9](=[O:10])[CH2:8][O:6][CH2:1][CH2:2][C@H:3]([OH:5])[CH3:4])([CH3:15])([CH3:14])[CH3:13].